This data is from Full USPTO retrosynthesis dataset with 1.9M reactions from patents (1976-2016). The task is: Predict the reactants needed to synthesize the given product. The reactants are: Br[C:2]1[CH:3]=[C:4]2[N:10]([CH3:11])[N:9]=[CH:8][C:5]2=[N:6][CH:7]=1.B1(B2OC(C)(C)C(C)(C)O2)OC(C)(C)C(C)(C)O1.ClCCl.C([O-])(=O)C.[K+].[C:38]([O:44][CH2:45][C@H:46]([C:52]1[C:61]([CH3:62])=[CH:60][C:55]2[N:56]=[C:57](Br)[S:58][C:54]=2[C:53]=1[C:63]1[CH:68]=[CH:67][C:66]([Cl:69])=[CH:65][CH:64]=1)[O:47][C:48]([CH3:51])([CH3:50])[CH3:49])(=[O:43])[C:39]([CH3:42])([CH3:41])[CH3:40].C([O-])([O-])=O.[K+].[K+]. Given the product [C:38]([O:44][CH2:45][C@@H:46]([O:47][C:48]([CH3:51])([CH3:50])[CH3:49])[C:52]1[C:61]([CH3:62])=[CH:60][C:55]2[N:56]=[C:57]([C:2]3[CH:3]=[C:4]4[N:10]([CH3:11])[N:9]=[CH:8][C:5]4=[N:6][CH:7]=3)[S:58][C:54]=2[C:53]=1[C:63]1[CH:64]=[CH:65][C:66]([Cl:69])=[CH:67][CH:68]=1)(=[O:43])[C:39]([CH3:41])([CH3:40])[CH3:42], predict the reactants needed to synthesize it.